This data is from Catalyst prediction with 721,799 reactions and 888 catalyst types from USPTO. The task is: Predict which catalyst facilitates the given reaction. Reactant: Cl[C:2]1[C:11]2=[N:12][N:13](CC3C=CC(OC)=CC=3)[CH:14]=[C:10]2[C:9]2[CH:8]=[C:7]([O:24][CH3:25])[CH:6]=[CH:5][C:4]=2[N:3]=1.[NH2:26][C:27]1[CH:32]=[CH:31][C:30]([NH:33][C:34](=[O:36])[CH3:35])=[CH:29][CH:28]=1.Cl. Product: [CH3:25][O:24][C:7]1[CH:6]=[CH:5][C:4]2[N:3]=[C:2]([NH:26][C:27]3[CH:28]=[CH:29][C:30]([NH:33][C:34](=[O:36])[CH3:35])=[CH:31][CH:32]=3)[C:11]3=[N:12][NH:13][CH:14]=[C:10]3[C:9]=2[CH:8]=1. The catalyst class is: 71.